From a dataset of Catalyst prediction with 721,799 reactions and 888 catalyst types from USPTO. Predict which catalyst facilitates the given reaction. (1) Reactant: C(OC(=O)[N:7]([CH2:26][C:27]1[CH:32]=[CH:31][C:30]([Cl:33])=[CH:29][CH:28]=1)[C:8]1[CH:13]=[CH:12][C:11]([CH:14](O)[C:15]2[C:23]3[C:18](=[N:19][CH:20]=[CH:21][CH:22]=3)[NH:17][CH:16]=2)=[C:10]([Cl:25])[N:9]=1)(C)(C)C.C([SiH](CC)CC)C.FC(F)(F)C(O)=O. Product: [NH:17]1[C:18]2=[N:19][CH:20]=[CH:21][CH:22]=[C:23]2[C:15]([CH2:14][C:11]2[CH:12]=[CH:13][C:8]([NH:7][CH2:26][C:27]3[CH:28]=[CH:29][C:30]([Cl:33])=[CH:31][CH:32]=3)=[N:9][C:10]=2[Cl:25])=[CH:16]1. The catalyst class is: 10. (2) Reactant: Cl.O1CCOCC1.C([O:12][C:13](=[O:44])[CH2:14][C:15]1[CH:42]=[CH:41][C:18]([CH2:19][O:20][CH2:21][C@H:22]2[CH2:24][C@@H:23]2[CH:25]2[CH2:30][CH2:29][N:28]([C:31]([O:33][CH2:34][C:35]3[CH:40]=[CH:39][CH:38]=[CH:37][CH:36]=3)=[O:32])[CH2:27][CH2:26]2)=[C:17]([F:43])[CH:16]=1)(C)(C)C. Product: [CH2:34]([O:33][C:31]([N:28]1[CH2:29][CH2:30][CH:25]([C@H:23]2[CH2:24][C@@H:22]2[CH2:21][O:20][CH2:19][C:18]2[CH:41]=[CH:42][C:15]([CH2:14][C:13]([OH:44])=[O:12])=[CH:16][C:17]=2[F:43])[CH2:26][CH2:27]1)=[O:32])[C:35]1[CH:36]=[CH:37][CH:38]=[CH:39][CH:40]=1. The catalyst class is: 2. (3) Reactant: [NH2:1][C:2]([C:4]1[S:8][C:7]([C:9]2[CH:10]=[C:11]3[C:16](=[CH:17][CH:18]=2)[C:15](=[O:19])[N:14]([CH2:20][CH:21]([CH3:23])[CH3:22])[C:13]([CH2:24][NH:25]C(=O)OC(C)(C)C)=[C:12]3[O:33][CH2:34][CH2:35][CH2:36][CH3:37])=[N:6][C:5]=1[CH3:38])=[O:3].[ClH:39]. Product: [ClH:39].[NH2:25][CH2:24][C:13]1[N:14]([CH2:20][CH:21]([CH3:22])[CH3:23])[C:15](=[O:19])[C:16]2[C:11]([C:12]=1[O:33][CH2:34][CH2:35][CH2:36][CH3:37])=[CH:10][C:9]([C:7]1[S:8][C:4]([C:2]([NH2:1])=[O:3])=[C:5]([CH3:38])[N:6]=1)=[CH:18][CH:17]=2. The catalyst class is: 13. (4) Reactant: [Cl:1][C:2]1[CH:3]=[C:4]([CH:15]=[CH:16][C:17]=1[C:18]([O:20][CH3:21])=[O:19])[C:5]([O:7]N1C(=O)CCC1=O)=O.[CH3:22][O:23][C:24]1[CH:25]=[C:26]([CH:29]=[C:30]([O:32][CH3:33])[CH:31]=1)[CH2:27][NH2:28].C(N(CC)CC)C. Product: [Cl:1][C:2]1[CH:3]=[C:4]([C:5]([NH:28][CH2:27][C:26]2[CH:29]=[C:30]([O:32][CH3:33])[CH:31]=[C:24]([O:23][CH3:22])[CH:25]=2)=[O:7])[CH:15]=[CH:16][C:17]=1[C:18]([O:20][CH3:21])=[O:19]. The catalyst class is: 9.